This data is from Catalyst prediction with 721,799 reactions and 888 catalyst types from USPTO. The task is: Predict which catalyst facilitates the given reaction. (1) Reactant: Cl[C:2]([O:4][CH2:5][CH3:6])=[O:3].[F:7][C:8]1[CH:36]=[CH:35][C:11]([C:12]([N:14]2[CH2:17][C:16]([CH2:21][O:22][C:23]3[CH:32]=[CH:31][C:30]4[C:25](=[CH:26][CH:27]=[C:28]([O:33][CH3:34])[CH:29]=4)[CH:24]=3)(C(O)=O)[CH2:15]2)=[O:13])=[CH:10][CH:9]=1.N. Product: [F:7][C:8]1[CH:36]=[CH:35][C:11]([C:12]([N:14]2[CH2:15][C:16]([CH2:21][O:22][C:23]3[CH:32]=[CH:31][C:30]4[C:25](=[CH:26][CH:27]=[C:28]([O:33][CH3:34])[CH:29]=4)[CH:24]=3)([C:2]([O:4][CH2:5][CH3:6])=[O:3])[CH2:17]2)=[O:13])=[CH:10][CH:9]=1. The catalyst class is: 4. (2) Reactant: [Cl:1][C:2]1[CH:7]=[CH:6][C:5]([C:8]2[S:9][C:10]([CH2:23][CH3:24])=[C:11]([CH:13]3[C:19](=[O:20])[CH:18]4[CH2:21][CH:15]([CH2:16][CH2:17]4)[C:14]3=[O:22])[N:12]=2)=[CH:4][CH:3]=1.C(N(CC)CC)C.[C:32](Cl)(=[O:37])[C:33]([CH3:36])([CH3:35])[CH3:34]. Product: [Cl:1][C:2]1[CH:7]=[CH:6][C:5]([C:8]2[S:9][C:10]([CH2:23][CH3:24])=[C:11]([C:13]3[C:14](=[O:22])[CH:15]4[CH2:21][CH:18]([CH2:17][CH2:16]4)[C:19]=3[O:20][C:32](=[O:37])[C:33]([CH3:36])([CH3:35])[CH3:34])[N:12]=2)=[CH:4][CH:3]=1. The catalyst class is: 4. (3) The catalyst class is: 23. Reactant: [Cl:1][C:2]1[O:11][C:5]2=[C:6]([NH2:10])[N:7]=[CH:8][CH:9]=[C:4]2[C:3]=1[Cl:12].[I:13]N1C(=O)CCC1=O. Product: [Cl:1][C:2]1[O:11][C:5]2=[C:6]([NH2:10])[N:7]=[CH:8][C:9]([I:13])=[C:4]2[C:3]=1[Cl:12]. (4) Reactant: [O:1]1[B:6]2[O:7][CH2:8][C:9]3[CH2:10][O:11][CH:12]=[CH:13][C:4]([C:5]=32)=[CH:3][C@H:2]1[CH2:14][NH:15][C:16](=[O:22])[O:17][C:18]([CH3:21])([CH3:20])[CH3:19].C1C(=O)N([I:30])C(=O)C1. Product: [I:30][C:3]1[C@H:2]([CH2:14][NH:15][C:16](=[O:22])[O:17][C:18]([CH3:19])([CH3:21])[CH3:20])[O:1][B:6]2[C:5]3[C:4]=1[CH:13]=[CH:12][O:11][CH2:10][C:9]=3[CH2:8][O:7]2. The catalyst class is: 52. (5) Reactant: [N+:1]([C:4]1[CH:5]=[CH:6][C:7]2[O:12][CH:11]([CH2:13][C:14]([O:16][CH3:17])=[O:15])[CH2:10][NH:9][C:8]=2[CH:18]=1)([O-:3])=[O:2].[C:19]1(=O)[CH2:24][CH2:23][C:22](=O)[CH2:21][CH2:20]1.C1(C)C=CC(S(O)(=O)=O)=CC=1. Product: [N+:1]([C:4]1[CH:5]=[CH:6][C:7]2[O:12][CH:11]([CH2:13][C:14]([O:16][CH3:17])=[O:15])[CH2:10][N:9]([C:19]3[CH:24]=[CH:23][CH:22]=[CH:21][CH:20]=3)[C:8]=2[CH:18]=1)([O-:3])=[O:2]. The catalyst class is: 11. (6) Reactant: [C:1]1([C:7]2[C:8](=O)[NH:9][C:10]3[CH:11]=[CH:12][N:13]4[C:19]([C:20]5[N:25]=[CH:24][CH:23]=[CH:22][N:21]=5)=[N:18][N:17]=[C:14]4[C:15]=3[CH:16]=2)[CH:6]=[CH:5][CH:4]=[CH:3][CH:2]=1.CN(C=O)C.O=P(Cl)(Cl)[Cl:34]. Product: [Cl:34][C:8]1[C:7]([C:1]2[CH:6]=[CH:5][CH:4]=[CH:3][CH:2]=2)=[CH:16][C:15]2[C:14]3=[N:17][N:18]=[C:19]([C:20]4[N:25]=[CH:24][CH:23]=[CH:22][N:21]=4)[N:13]3[CH:12]=[CH:11][C:10]=2[N:9]=1. The catalyst class is: 10. (7) Product: [OH:1][C:2]1[CH:7]=[C:6]([OH:8])[CH:5]=[CH:4][C:3]=1[C:9]1[CH2:13][CH2:12][C:11](=[N:16][OH:17])[CH:10]=1. The catalyst class is: 8. Reactant: [OH:1][C:2]1[CH:7]=[C:6]([OH:8])[CH:5]=[CH:4][C:3]=1[C:9]1[CH2:13][CH2:12][C:11](=O)[CH:10]=1.Cl.[NH2:16][OH:17].C(N(CC)CC)C. (8) Reactant: [N:1]12[CH2:8][CH2:7][CH:4]([CH2:5][CH2:6]1)[C@@H:3]([O:9][C:10]1[N:15]=[N:14][C:13]([C:16]3[CH:21]=[CH:20][C:19]([NH2:22])=[CH:18][CH:17]=3)=[CH:12][CH:11]=1)[CH2:2]2.CC(O)=O.[Br:27]N1C(=O)CCC1=O. Product: [N:1]12[CH2:8][CH2:7][CH:4]([CH2:5][CH2:6]1)[C@@H:3]([O:9][C:10]1[N:15]=[N:14][C:13]([C:16]3[CH:21]=[CH:20][C:19]([NH2:22])=[C:18]([Br:27])[CH:17]=3)=[CH:12][CH:11]=1)[CH2:2]2. The catalyst class is: 23. (9) Reactant: [CH3:1][C@:2]1([C:23]2[CH:28]=[CH:27][CH:26]=[CH:25][CH:24]=2)[C:11]2[C:6]3=[C:7]([C@:13]([CH3:22])([C:16]4[CH:21]=[CH:20][CH:19]=[CH:18][CH:17]=4)[CH2:14][CH2:15][N:5]3[CH2:4][CH2:3]1)[CH:8]=[C:9]([NH2:12])[CH:10]=2.[CH2:29]([N:31]=[C:32]=[O:33])[CH3:30]. Product: [CH3:1][C@:2]1([C:23]2[CH:28]=[CH:27][CH:26]=[CH:25][CH:24]=2)[C:11]2[C:6]3=[C:7]([C@:13]([CH3:22])([C:16]4[CH:21]=[CH:20][CH:19]=[CH:18][CH:17]=4)[CH2:14][CH2:15][N:5]3[CH2:4][CH2:3]1)[CH:8]=[C:9]([NH:12][C:32]([NH:31][CH2:29][CH3:30])=[O:33])[CH:10]=2. The catalyst class is: 4.